From a dataset of Forward reaction prediction with 1.9M reactions from USPTO patents (1976-2016). Predict the product of the given reaction. (1) Given the reactants [CH3:1][O:2][C:3]1[CH:4]=[C:5]2[C:10](=[C:11]([CH:13]=[CH2:14])[CH:12]=1)[C:9](=[O:15])[CH2:8][CH2:7][C:6]2([CH3:17])[CH3:16].[N+](=[CH2:20])=[N-].C(OCC)(=O)C, predict the reaction product. The product is: [CH:13]1([C:11]2[CH:12]=[C:3]([O:2][CH3:1])[CH:4]=[C:5]3[C:10]=2[C:9](=[O:15])[CH2:8][CH2:7][C:6]3([CH3:17])[CH3:16])[CH2:20][CH2:14]1. (2) Given the reactants [C:1]([C:4]1[CH:11]=[CH:10][C:7]([CH:8]=[O:9])=[CH:6][CH:5]=1)(O)=[O:2].S(Cl)([Cl:14])=O.CN(C=O)C, predict the reaction product. The product is: [CH:8]([C:7]1[CH:10]=[CH:11][C:4]([C:1]([Cl:14])=[O:2])=[CH:5][CH:6]=1)=[O:9]. (3) Given the reactants [CH:1]1([CH2:4][O:5][C:6]2[N:11]=[C:10]([C:12]([OH:14])=O)[CH:9]=[CH:8][C:7]=2[N:15]2[CH2:18][C:17]([F:20])([F:19])[CH2:16]2)[CH2:3][CH2:2]1.[CH3:21][C:22]([CH3:30])([C:24]1[N:28]=[C:27]([CH3:29])[O:26][N:25]=1)[NH2:23], predict the reaction product. The product is: [CH3:21][C:22]([NH:23][C:12]([C:10]1[CH:9]=[CH:8][C:7]([N:15]2[CH2:18][C:17]([F:20])([F:19])[CH2:16]2)=[C:6]([O:5][CH2:4][CH:1]2[CH2:2][CH2:3]2)[N:11]=1)=[O:14])([C:24]1[N:28]=[C:27]([CH3:29])[O:26][N:25]=1)[CH3:30]. (4) Given the reactants [CH2:1]([O:8][C:9]1[CH:14]=[CH:13][N:12]=[CH:11][C:10]=1[N+:15]([O-])=O)[C:2]1[CH:7]=[CH:6][CH:5]=[CH:4][CH:3]=1.C(O)(=O)C, predict the reaction product. The product is: [CH2:1]([O:8][C:9]1[CH:14]=[CH:13][N:12]=[CH:11][C:10]=1[NH2:15])[C:2]1[CH:3]=[CH:4][CH:5]=[CH:6][CH:7]=1. (5) Given the reactants CN1C2C(=CC(S(N3CCC[C@H]3COC3C=CC=CC=3)(=O)=O)=CC=2)C(=O)C1=O.[O:29]([CH2:36][C@@H:37]1[CH2:40][CH2:39][N:38]1[S:41]([C:44]1[CH:45]=[C:46]2[C:50](=[CH:51][CH:52]=1)[NH:49][C:48](=[O:53])[C:47]2=[O:54])(=[O:43])=[O:42])[C:30]1[CH:35]=[CH:34][CH:33]=[CH:32][CH:31]=1.[F:55][C:56]1[CH:63]=[CH:62][CH:61]=[CH:60][C:57]=1[CH2:58]Br, predict the reaction product. The product is: [F:55][C:56]1[CH:63]=[CH:62][CH:61]=[CH:60][C:57]=1[CH2:58][N:49]1[C:50]2[C:46](=[CH:45][C:44]([S:41]([N:38]3[CH2:39][CH2:40][C@H:37]3[CH2:36][O:29][C:30]3[CH:35]=[CH:34][CH:33]=[CH:32][CH:31]=3)(=[O:43])=[O:42])=[CH:52][CH:51]=2)[C:47](=[O:54])[C:48]1=[O:53]. (6) Given the reactants [NH:1]1[CH:5]=[CH:4][N:3]=[CH:2]1.[CH3:6][O:7][C:8]([C:10]1[CH:11]=[C:12]([CH3:33])[C:13]2[O:19][C:18]3[C:20]([Cl:29])=[CH:21][C:22]([NH:24][C:25](=[O:28])[CH2:26]Cl)=[CH:23][C:17]=3[CH2:16][S:15](=[O:31])(=[O:30])[C:14]=2[CH:32]=1)=[O:9], predict the reaction product. The product is: [CH3:6][O:7][C:8]([C:10]1[CH:11]=[C:12]([CH3:33])[C:13]2[O:19][C:18]3[C:20]([Cl:29])=[CH:21][C:22]([NH:24][C:25](=[O:28])[CH2:26][N:1]4[CH:5]=[CH:4][N:3]=[CH:2]4)=[CH:23][C:17]=3[CH2:16][S:15](=[O:31])(=[O:30])[C:14]=2[CH:32]=1)=[O:9]. (7) Given the reactants [OH:1][C:2]1[CH:11]=[CH:10][C:5]([C:6]([O:8][CH3:9])=[O:7])=[CH:4][CH:3]=1.CC1C=CC(S(O[CH2:23][CH2:24][CH2:25][CH2:26][O:27][CH2:28][C:29]([O:31][C:32]([CH3:35])([CH3:34])[CH3:33])=[O:30])(=O)=O)=CC=1.C(=O)([O-])[O-].[K+].[K+], predict the reaction product. The product is: [C:32]([O:31][C:29](=[O:30])[CH2:28][O:27][CH2:26][CH2:25][CH2:24][CH2:23][O:1][C:2]1[CH:3]=[CH:4][C:5]([C:6]([O:8][CH3:9])=[O:7])=[CH:10][CH:11]=1)([CH3:35])([CH3:34])[CH3:33].